Dataset: Catalyst prediction with 721,799 reactions and 888 catalyst types from USPTO. Task: Predict which catalyst facilitates the given reaction. (1) Reactant: [NH2:1][C:2]1[CH:7]=[CH:6][CH:5]=[CH:4][C:3]=1[C:8]([C:10]1[CH:15]=[CH:14][CH:13]=[CH:12][CH:11]=1)=[O:9].C1C(=O)N([Br:23])C(=O)C1. Product: [NH2:1][C:2]1[CH:7]=[CH:6][C:5]([Br:23])=[CH:4][C:3]=1[C:8]([C:10]1[CH:11]=[CH:12][CH:13]=[CH:14][CH:15]=1)=[O:9]. The catalyst class is: 2. (2) The catalyst class is: 4. Reactant: [F:1][C:2]([F:27])([F:26])[C:3]([N:5]1[CH2:11][CH2:10][C:9]2[CH:12]=[C:13]([O:23]C)[C:14]([CH2:16][C:17]3[CH:22]=[CH:21][CH:20]=[CH:19][CH:18]=3)=[CH:15][C:8]=2[CH:7]([CH3:25])[CH2:6]1)=[O:4].B(Br)(Br)Br. Product: [F:27][C:2]([F:1])([F:26])[C:3]([N:5]1[CH2:11][CH2:10][C:9]2[CH:12]=[C:13]([OH:23])[C:14]([CH2:16][C:17]3[CH:22]=[CH:21][CH:20]=[CH:19][CH:18]=3)=[CH:15][C:8]=2[CH:7]([CH3:25])[CH2:6]1)=[O:4]. (3) Reactant: [NH2:1][C:2]1[CH:3]=[C:4]([CH:19]=[CH:20][C:21]=1[C:22]([CH3:25])([CH3:24])[CH3:23])[C:5]([NH:7][C:8]1[S:9][C:10]([C:13]2[CH:18]=[CH:17][CH:16]=[CH:15][CH:14]=2)=[CH:11][N:12]=1)=[O:6].N1C=CC=CC=1.[Cl:32][CH:33]([CH3:37])[C:34](Cl)=[O:35]. Product: [C:22]([C:21]1[CH:20]=[CH:19][C:4]([C:5]([NH:7][C:8]2[S:9][C:10]([C:13]3[CH:18]=[CH:17][CH:16]=[CH:15][CH:14]=3)=[CH:11][N:12]=2)=[O:6])=[CH:3][C:2]=1[NH:1][C:34](=[O:35])[CH:33]([Cl:32])[CH3:37])([CH3:25])([CH3:24])[CH3:23]. The catalyst class is: 4.